Dataset: Reaction yield outcomes from USPTO patents with 853,638 reactions. Task: Predict the reaction yield, written as a fraction of the theoretical maximum amount of product (1.0 means a 100% yield; for example, 0.34 means a 34% yield). (1) The reactants are [S:1]([N:11]1[C:15]2=[N:16][CH:17]=[C:18]([CH:20](O)[CH3:21])[N:19]=[C:14]2[CH:13]=[CH:12]1)([C:4]1[CH:10]=[CH:9][C:7]([CH3:8])=[CH:6][CH:5]=1)(=[O:3])=[O:2].O=S(Cl)Cl.[N-:27]=[N+:28]=[N-:29].[Na+].O. The catalyst is C(Cl)Cl.CCOC(C)=O.C([O-])(O)=O.[Na+]. The product is [N:27]([CH:20]([C:18]1[N:19]=[C:14]2[CH:13]=[CH:12][N:11]([S:1]([C:4]3[CH:10]=[CH:9][C:7]([CH3:8])=[CH:6][CH:5]=3)(=[O:3])=[O:2])[C:15]2=[N:16][CH:17]=1)[CH3:21])=[N+:28]=[N-:29]. The yield is 1.00. (2) The reactants are C([O:3][C:4]([C@@H:6]1[CH2:8][C@H:7]1[C:9]1[CH:14]=[CH:13][CH:12]=[C:11]([F:15])[CH:10]=1)=[O:5])C.[OH-].[K+].O. The catalyst is CO. The product is [F:15][C:11]1[CH:10]=[C:9]([C@@H:7]2[CH2:8][C@H:6]2[C:4]([OH:5])=[O:3])[CH:14]=[CH:13][CH:12]=1. The yield is 0.850. (3) The reactants are [CH3:1][C:2]([CH3:20])=[CH:3][C:4]1[CH:13]=[C:12]2[C:7]([CH:8]=[C:9]([NH:14][C:15]([CH:17]3[CH2:19][CH2:18]3)=[O:16])[N:10]=[CH:11]2)=[CH:6][CH:5]=1.C(OCC)(=O)C.C(O)C. The catalyst is [Pd]. The product is [CH2:3]([C:4]1[CH:13]=[C:12]2[C:7]([CH:8]=[C:9]([NH:14][C:15]([CH:17]3[CH2:19][CH2:18]3)=[O:16])[N:10]=[CH:11]2)=[CH:6][CH:5]=1)[CH:2]([CH3:20])[CH3:1]. The yield is 0.700. (4) The reactants are [C:1]([O:5][C:6]([N:8]1[CH2:13][CH2:12][NH:11][CH2:10][CH2:9]1)=[O:7])([CH3:4])([CH3:3])[CH3:2].[N+](C1C=CC([O:23][C:24](=O)[NH:25][C:26]2[CH:31]=[CH:30][C:29]([O:32][CH:33]([CH3:35])[CH3:34])=[CH:28][CH:27]=2)=CC=1)([O-])=O. The catalyst is CC#N. The product is [C:1]([O:5][C:6]([N:8]1[CH2:13][CH2:12][N:11]([C:24](=[O:23])[NH:25][C:26]2[CH:31]=[CH:30][C:29]([O:32][CH:33]([CH3:34])[CH3:35])=[CH:28][CH:27]=2)[CH2:10][CH2:9]1)=[O:7])([CH3:4])([CH3:2])[CH3:3]. The yield is 0.930. (5) The reactants are C(OC([NH:8][C@H:9]([C:40]1[CH:45]=[CH:44][CH:43]=[CH:42][CH:41]=1)[CH2:10][N:11]1[C:16](=[O:17])[C:15]([C:18]2[CH:23]=[CH:22][CH:21]=[C:20]([O:24][CH3:25])[C:19]=2[Cl:26])=[CH:14][N:13]([CH2:27][C:28]2[C:33]([C:34]([F:37])([F:36])[F:35])=[CH:32][CH:31]=[CH:30][C:29]=2[F:38])[C:12]1=[O:39])=O)(C)(C)C.C(O)(C(F)(F)F)=O. The catalyst is ClCCl. The product is [NH2:8][C@H:9]([C:40]1[CH:45]=[CH:44][CH:43]=[CH:42][CH:41]=1)[CH2:10][N:11]1[C:16](=[O:17])[C:15]([C:18]2[CH:23]=[CH:22][CH:21]=[C:20]([O:24][CH3:25])[C:19]=2[Cl:26])=[CH:14][N:13]([CH2:27][C:28]2[C:33]([C:34]([F:36])([F:35])[F:37])=[CH:32][CH:31]=[CH:30][C:29]=2[F:38])[C:12]1=[O:39]. The yield is 0.960. (6) The reactants are C(N(C(C)C)CC)(C)C.[S:10]([C:14]1[CH:15]=[C:16]([NH:20][C:21]2[N:30]=[CH:29][C:28]3[CH:27]=[CH:26][C:25]4[N:31]=[C:32]([C:34]([OH:36])=O)[S:33][C:24]=4[C:23]=3[N:22]=2)[CH:17]=[CH:18][CH:19]=1)(=[O:13])(=[O:12])[NH2:11].[C:37]([O:41][C:42]([NH:44][CH:45]1[CH2:49][CH2:48][NH:47][CH2:46]1)=[O:43])([CH3:40])([CH3:39])[CH3:38].C1CN([P+](Br)(N2CCCC2)N2CCCC2)CC1.F[P-](F)(F)(F)(F)F. The catalyst is CN(C)C=O. The product is [C:37]([O:41][C:42](=[O:43])[NH:44][CH:45]1[CH2:49][CH2:48][N:47]([C:34]([C:32]2[S:33][C:24]3[C:23]4[N:22]=[C:21]([NH:20][C:16]5[CH:17]=[CH:18][CH:19]=[C:14]([S:10](=[O:12])(=[O:13])[NH2:11])[CH:15]=5)[N:30]=[CH:29][C:28]=4[CH:27]=[CH:26][C:25]=3[N:31]=2)=[O:36])[CH2:46]1)([CH3:40])([CH3:38])[CH3:39]. The yield is 0.800. (7) The reactants are [CH2:1]([O:8][CH2:9][C:10]1[N:15]=[C:14]([NH2:16])[N:13]=[C:12]([NH2:17])[C:11]=1[C:18]1[CH:23]=[CH:22][C:21]([N+:24]([O-])=O)=[CH:20][CH:19]=1)[C:2]1[CH:7]=[CH:6][CH:5]=[CH:4][CH:3]=1. The catalyst is CO.[OH-].[OH-].[Pd+2]. The product is [NH2:24][C:21]1[CH:22]=[CH:23][C:18]([C:11]2[C:12]([NH2:17])=[N:13][C:14]([NH2:16])=[N:15][C:10]=2[CH2:9][O:8][CH2:1][C:2]2[CH:7]=[CH:6][CH:5]=[CH:4][CH:3]=2)=[CH:19][CH:20]=1. The yield is 0.950.